Dataset: Experimentally validated miRNA-target interactions with 360,000+ pairs, plus equal number of negative samples. Task: Binary Classification. Given a miRNA mature sequence and a target amino acid sequence, predict their likelihood of interaction. (1) The protein sequence of the target gene is MISSCTTRKMAEQEQRKIPLVPENLLKKRKAYQALKATQAKQALLAKKEQKKGKGLRFKRLESFLHDSWRQKRDKVRLRRLEVKPHALELPDKHSLAFVVRIERIDGVSLLVQRTIARLRLKKIFSGVFVKVTPQNLKMLRIVEPYVTWGFPNLKSVRELILKRGQAKVKNKTIPLTDNTVIEEHLGKFGVICLEDLIHEIAFPGKHFQEISWFLCPFHLSVARHATKNRVGFLKEMGTPGYRGERINQLIRQLN. The miRNA is hsa-miR-4514 with sequence ACAGGCAGGAUUGGGGAA. Result: 1 (interaction). (2) Result: 1 (interaction). The miRNA is hsa-miR-1537-5p with sequence AGCUGUAAUUAGUCAGUUUUCU. The protein sequence of the target gene is MAQASLLACEGLAGVSLVPTAASKKMMLSQIASKQAENGERAGSPDVLRCSSQGHRKDSDKSRSRKDDDSLSEASHSKKTVKKVVVVEQNGSFQVKIPKNFVCEHCFGAFRSSYHLKRHILIHTGEKPFECDICDMRFIQKYHLERHKRVHSGEKPYQCERCHQCFSRTDRLLRHKRMCQGCQSKTSDGQFSL. (3) The miRNA is hsa-let-7c-3p with sequence CUGUACAACCUUCUAGCUUUCC. The protein sequence of the target gene is MKKRRKVTSNLEKIHLGYHKDSSEGNVAVECDQVTYTHSAGRPTPEALHCYQELPPSPDQRKLLSSLQYNKNLLKYLNDDRQKQPSFCDLLIIVEGKEFSAHKVVVAVGSSYFHACLSKNPSTDVVTLDHVTHSVFQHLLEFLYTSEFFVYKYEIPLVLEAAKFLDIIDAVKLLNNENVAPFHSELTEKSSPEETLNELTGRLSNNHQCKFCSRHFCYKKSLENHLAKTHRSLLLGKKHGLKMLERSFSARRSKRNRKCPVKFDDTSDDEQESGDGSDNLNQENFDKEKSDRNDSEDPGS.... Result: 1 (interaction). (4) The miRNA is hsa-miR-34b-5p with sequence UAGGCAGUGUCAUUAGCUGAUUG. The protein sequence of the target gene is MDWKTLQALLSGVNKYSTAFGRIWLSVVFVFRVLVYVVAAERVWGDEQKDFDCNTKQPGCTNVCYDNYFPISNIRLWALQLIFVTCPSLLVILHVAYREERERRHRQKHGDQCAKLYDNAGKKHGGLWWTYLFSLIFKLIIEFLFLYLLHTLWHGFNMPRLVQCANVAPCPNIVDCYIARPTEKKIFTYFMVGASAVCIVLTICELCYLICHRVLRGLHKDKPRGGCSPSSSASRASTCRCHHKLVEAGEVDPDPGNNKLQASAPNLTPI. Result: 0 (no interaction). (5) The protein sequence of the target gene is MGWVGGRRRDSASPPGRSRSAADDINPAPANMEGGGGSVAVAGLGARGSGAAAATVRELLQDGCYSDFLNEDFDVKTYTSQSIHQAVIAEQLAKLAQGISQLDRELHLQVVARHEDLLAQATGIESLEGVLQMMQTRIGALQGAVDRIKAKIVEPYNKIVARTAQLARLQVACDLLRRIIRILNLSKRLQGQLQGGSREITKAAQSLNELDYLSQGIDLSGIEVIENDLLFIARARLEVENQAKRLLEQGLETQNPTQVGTALQVFYNLGTLKDTITSVVDGYCATLEENINSALDIKVL.... Result: 0 (no interaction). The miRNA is mmu-miR-694 with sequence CUGAAAAUGUUGCCUGAAG.